This data is from Reaction yield outcomes from USPTO patents with 853,638 reactions. The task is: Predict the reaction yield, written as a fraction of the theoretical maximum amount of product (1.0 means a 100% yield; for example, 0.34 means a 34% yield). The reactants are IC.[N:3]1[N:7]2[CH:8]=[CH:9][C:10]([OH:12])=[CH:11][C:6]2=[CH:5][CH:4]=1.[C:13]([O-])([O-])=O.[K+].[K+]. The catalyst is CN(C=O)C.O. The product is [CH3:13][O:12][C:10]1[CH:9]=[CH:8][N:7]2[N:3]=[CH:4][CH:5]=[C:6]2[CH:11]=1. The yield is 0.860.